From a dataset of hERG Central: cardiac toxicity at 1µM, 10µM, and general inhibition. Predict hERG channel inhibition at various concentrations. (1) The compound is O=C(C1=C[C@@H](c2ccc(Br)cc2)C[C@@H](OCCCCO)O1)N1CCN(Cc2ccc3c(c2)OCO3)CC1. Results: hERG_inhib (hERG inhibition (general)): blocker. (2) The drug is COc1ccc(-c2cc3nc(C)c(CCC(=O)NC(C)CCc4ccco4)c(C)n3n2)c(OC)c1. Results: hERG_inhib (hERG inhibition (general)): blocker. (3) The molecule is CCC1=CC2Cc3nc4ccc(Cl)cc4c(N)c3C(C1)C2. Results: hERG_inhib (hERG inhibition (general)): blocker. (4) The compound is CC1CCCN(C(=S)Nc2ccc3nc4n(c(=O)c3c2)CCCCC4)C1. Results: hERG_inhib (hERG inhibition (general)): blocker. (5) The molecule is CCc1cc(=O)oc2cc(C)cc(OCC(=O)NCc3ccncc3)c12. Results: hERG_inhib (hERG inhibition (general)): blocker. (6) The compound is CCN(CC)c1ccc(-c2sc(Nc3ccccc3)n[n+]2-c2ccc(F)cc2)cc1.[Cl-]. Results: hERG_inhib (hERG inhibition (general)): blocker. (7) Results: hERG_inhib (hERG inhibition (general)): blocker. The compound is COc1cc(CN2CCN(Cc3ccc(C)cc3)CC2)c([N+](=O)[O-])cc1OC.O=C(O)C(=O)O. (8) The drug is CCOC(=O)c1ccccc1NC(=S)N1CCN(C2CCCCC2)CC1. Results: hERG_inhib (hERG inhibition (general)): blocker. (9) The compound is CN(C)S(=O)(=O)c1cc(NC2CC(=O)N(c3ccc(F)cc3)C2=O)ccc1Cl. Results: hERG_inhib (hERG inhibition (general)): blocker. (10) The compound is Cc1ccc2nc3c(cc(C(=O)NCCc4ccccc4)c(=N)n3CC3CCCO3)c(=O)n2c1. Results: hERG_inhib (hERG inhibition (general)): blocker.